Dataset: Catalyst prediction with 721,799 reactions and 888 catalyst types from USPTO. Task: Predict which catalyst facilitates the given reaction. (1) Reactant: [CH3:1][C:2]1([CH3:11])[C:5](=[O:6])[CH2:4][CH:3]1[C:7]([O:9]C)=[O:8].[OH-].[Na+]. Product: [CH3:1][C:2]1([CH3:11])[C:5](=[O:6])[CH2:4][CH:3]1[C:7]([OH:9])=[O:8]. The catalyst class is: 5. (2) Reactant: [F:1][C:2]1[CH:7]=[CH:6][C:5]([N:8]2[C:11](=[O:12])[C@H:10]([S:13][CH2:14][C:15]([C:17]3[CH:22]=[CH:21][C:20]([O:23][CH3:24])=[CH:19][CH:18]=3)=[O:16])[C@H:9]2[C:25]2[CH:39]=[CH:38][C:28]([O:29][CH2:30][C:31]([NH:33][CH2:34][C:35](O)=[O:36])=[O:32])=[CH:27][CH:26]=2)=[CH:4][CH:3]=1.CN1CCOCC1.Cl.[NH2:48][C@@H:49]([C:51]([O:53]C(C)(C)C)=[O:52])[CH3:50].CN(C(ON1N=NC2C=CC=CC1=2)=[N+](C)C)C.[B-](F)(F)(F)F.[BH4-].[Na+]. Product: [F:1][C:2]1[CH:3]=[CH:4][C:5]([N:8]2[C:11](=[O:12])[C@H:10]([S:13][CH2:14][CH:15]([OH:16])[C:17]3[CH:22]=[CH:21][C:20]([O:23][CH3:24])=[CH:19][CH:18]=3)[C@H:9]2[C:25]2[CH:39]=[CH:38][C:28]([O:29][CH2:30][C:31]([NH:33][CH2:34][C:35]([NH:48][C@@H:49]([C:51]([OH:53])=[O:52])[CH3:50])=[O:36])=[O:32])=[CH:27][CH:26]=2)=[CH:6][CH:7]=1. The catalyst class is: 61. (3) Reactant: [S:1]1[C:5]2[CH:6]=[CH:7][CH:8]=[CH:9][C:4]=2[C:3]([N:10]2[CH2:15][CH2:14][N:13]([CH2:16][CH2:17][C:18]3[CH:23]=[CH:22][C:21]([NH2:24])=[CH:20][CH:19]=3)[CH2:12][CH2:11]2)=[N:2]1.[Br:25]N1C(=O)CCC1=O. Product: [S:1]1[C:5]2[CH:6]=[CH:7][CH:8]=[CH:9][C:4]=2[C:3]([N:10]2[CH2:11][CH2:12][N:13]([CH2:16][CH2:17][C:18]3[CH:19]=[CH:20][C:21]([NH2:24])=[C:22]([Br:25])[CH:23]=3)[CH2:14][CH2:15]2)=[N:2]1. The catalyst class is: 2. (4) Reactant: [Cl:1][C:2]1[CH:24]=[CH:23][C:22](B2OC(C)(C)C(C)(C)O2)=[CH:21][C:3]=1[C:4]([NH:6][C:7]1[N:11]([C:12]2[CH:17]=[CH:16][CH:15]=[CH:14][CH:13]=2)[N:10]=[C:9]([C:18]([NH2:20])=[O:19])[CH:8]=1)=[O:5].Cl[C:35]1[N:40]=[C:39]([NH2:41])[CH:38]=[CH:37][C:36]=1[F:42].C(=O)([O-])[O-].[K+].[K+]. Product: [NH2:41][C:39]1[N:40]=[C:35]([C:22]2[CH:23]=[CH:24][C:2]([Cl:1])=[C:3]([CH:21]=2)[C:4]([NH:6][C:7]2[N:11]([C:12]3[CH:17]=[CH:16][CH:15]=[CH:14][CH:13]=3)[N:10]=[C:9]([C:18]([NH2:20])=[O:19])[CH:8]=2)=[O:5])[C:36]([F:42])=[CH:37][CH:38]=1. The catalyst class is: 70. (5) Reactant: [CH3:1][O:2][C:3]1(C2C=C(CBr)C=CC=2)[CH2:8][CH2:7][O:6][CH2:5][CH2:4]1.C(OC)(=O)C[SH:19].[CH2:23]1[CH2:33][CH2:32]N2[C:26](=NCCC2)[CH2:25][CH2:24]1.[CH2:34]1[CH2:38][O:37][CH2:36][CH2:35]1. Product: [CH3:1][O:2][C:3]1([C:33]2[CH:32]=[C:26]([CH:35]([CH3:34])[C:36]([O:37][CH3:38])=[S:19])[CH:25]=[CH:24][CH:23]=2)[CH2:4][CH2:5][O:6][CH2:7][CH2:8]1. The catalyst class is: 13. (6) Reactant: [Li]CCCC.[Br:6][C:7]1[CH:12]=[CH:11][C:10](Br)=[CH:9][N:8]=1.[CH3:14][N:15]1[C:19](=O)[CH2:18][CH2:17][CH2:16]1.[NH4+].[Cl-].C(O[BH-](OC(=O)C)OC(=O)C)(=O)C.[Na+].[OH-].[Na+]. Product: [Br:6][C:7]1[CH:12]=[CH:11][C:10]([CH:16]2[CH2:17][CH2:18][CH2:19][N:15]2[CH3:14])=[CH:9][N:8]=1. The catalyst class is: 28. (7) Reactant: [CH2:1]([C:4]1[CH:25]=[CH:24][C:7]([NH:8][C:9]2[C:21]([F:22])=[C:20]([F:23])[CH:19]=[CH:18][C:10]=2[C:11]([NH:13][O:14][CH2:15][CH2:16][OH:17])=[O:12])=[C:6]([F:26])[CH:5]=1)[CH:2]=C.[C:27]([O-:30])([O-])=O.[K+].[K+].N12CCN(CC1)CC2.[O-:41]S(S([O-])=O)=O.[Na+].[Na+]. Product: [OH:41][CH:2]([CH2:27][OH:30])[CH2:1][C:4]1[CH:25]=[CH:24][C:7]([NH:8][C:9]2[C:21]([F:22])=[C:20]([F:23])[CH:19]=[CH:18][C:10]=2[C:11]([NH:13][O:14][CH2:15][CH2:16][OH:17])=[O:12])=[C:6]([F:26])[CH:5]=1. The catalyst class is: 371. (8) Reactant: [Cl:1][C:2]1[CH:3]=[C:4]([C:12]2[CH2:17][CH2:16][N:15]([C:18]([O:20][CH2:21][C:22]3[CH:27]=[CH:26][CH:25]=[CH:24][CH:23]=3)=[O:19])[CH2:14][C:13]=2[C:28](OC)=[O:29])[CH:5]=[CH:6][C:7]=1[C:8]([F:11])([F:10])[F:9].[H-].[H-].[H-].[H-].[Li+].[Al+3].[NH4+].[Cl-]. Product: [Cl:1][C:2]1[CH:3]=[C:4]([C:12]2[CH2:17][CH2:16][N:15]([C:18]([O:20][CH2:21][C:22]3[CH:27]=[CH:26][CH:25]=[CH:24][CH:23]=3)=[O:19])[CH2:14][C:13]=2[CH2:28][OH:29])[CH:5]=[CH:6][C:7]=1[C:8]([F:10])([F:9])[F:11]. The catalyst class is: 27.